From a dataset of hERG Central: cardiac toxicity at 1µM, 10µM, and general inhibition. Predict hERG channel inhibition at various concentrations. (1) The drug is CCN(CCCNC(=O)c1nn(C)c2c1CS(=O)(=O)c1ccccc1-2)Cc1ccccc1. Results: hERG_inhib (hERG inhibition (general)): blocker. (2) The compound is CCC(C)c1ccc(NC(=S)NC2CCN(Cc3ccccc3)CC2)cc1. Results: hERG_inhib (hERG inhibition (general)): blocker. (3) The molecule is O=C(c1ccco1)N1CCN(C(=O)c2cc3sccc3n2Cc2ccccc2)CC1. Results: hERG_inhib (hERG inhibition (general)): blocker. (4) The drug is Cc1oc(-c2cccs2)nc1CN1CCC(c2ccccc2)CC1. Results: hERG_inhib (hERG inhibition (general)): blocker. (5) The compound is CCC(=O)c1ccc2c(c1)N(CCCN(C)C)c1ccccc1S2.Cl. Results: hERG_inhib (hERG inhibition (general)): blocker. (6) The drug is CN(CCc1nc2ccc(Cl)cc2[nH]1)Cc1nc(CC2CC2)no1. Results: hERG_inhib (hERG inhibition (general)): blocker.